This data is from CYP1A2 inhibition data for predicting drug metabolism from PubChem BioAssay. The task is: Regression/Classification. Given a drug SMILES string, predict its absorption, distribution, metabolism, or excretion properties. Task type varies by dataset: regression for continuous measurements (e.g., permeability, clearance, half-life) or binary classification for categorical outcomes (e.g., BBB penetration, CYP inhibition). Dataset: cyp1a2_veith. (1) The molecule is Cn1cc([N+](=O)[O-])c(C(=O)Nc2cc(Oc3cccnc3)cc([N+](=O)[O-])c2)n1. The result is 1 (inhibitor). (2) The drug is CC#CCCCC(=O)Nc1cc(OC)nc(OC)n1. The result is 1 (inhibitor). (3) The result is 1 (inhibitor). The compound is CS(=O)(=O)Nc1cccc(-c2ccc3ncnc(Nc4ccc(F)cc4)c3c2)c1. (4) The molecule is COc1ccc(/C(O)=C2\C(=O)C(=O)N(c3cc(C)on3)C2c2ccc(OC)c(OC)c2)cc1OC. The result is 0 (non-inhibitor). (5) The molecule is Clc1ccc([C@H](Cn2ccnc2)OCc2c(Cl)cccc2Cl)c(Cl)c1. The result is 1 (inhibitor). (6) The compound is C/C(=C\c1ccco1)C1C(C#N)=C(N)Oc2n[nH]c(-c3ccccc3)c21. The result is 1 (inhibitor). (7) The molecule is CN1CC[C@@]2(CCCN(C(=O)c3cccc(F)c3)C2)C1. The result is 0 (non-inhibitor).